This data is from Forward reaction prediction with 1.9M reactions from USPTO patents (1976-2016). The task is: Predict the product of the given reaction. The product is: [NH2:1][C:2]1[C:11]2[CH:10]=[CH:9][CH:8]=[C:7]([C:27]3[CH:28]=[N:29][C:24]([O:23][CH3:22])=[CH:25][CH:26]=3)[C:6]=2[N:5]=[C:4]2[CH2:13][N:14]([CH:17]3[CH2:21][CH2:20][CH2:19][CH2:18]3)[C:15](=[O:16])[C:3]=12. Given the reactants [NH2:1][C:2]1[C:11]2[CH:10]=[CH:9][CH:8]=[C:7](Br)[C:6]=2[N:5]=[C:4]2[CH2:13][N:14]([CH:17]3[CH2:21][CH2:20][CH2:19][CH2:18]3)[C:15](=[O:16])[C:3]=12.[CH3:22][O:23][C:24]1[N:29]=[CH:28][C:27](B(O)O)=[CH:26][CH:25]=1, predict the reaction product.